Dataset: Catalyst prediction with 721,799 reactions and 888 catalyst types from USPTO. Task: Predict which catalyst facilitates the given reaction. (1) Reactant: [NH2:1][CH2:2][C@@H:3]([C:5]1[CH:10]=[CH:9][CH:8]=[CH:7][CH:6]=1)[OH:4].[CH:11](=O)[CH3:12].[BH4-].[Na+]. Product: [CH2:11]([NH:1][CH2:2][C@@H:3]([C:5]1[CH:10]=[CH:9][CH:8]=[CH:7][CH:6]=1)[OH:4])[CH3:12]. The catalyst class is: 8. (2) Reactant: [Cl:1][C:2]1[CH:7]=[CH:6][CH:5]=[C:4]([F:8])[C:3]=1[C:9]1[C:13]([C:14]([NH:16][NH:17][CH:18]=O)=O)=[C:12]([C:20]2[CH:21]=[N:22][N:23]([C:29]3[CH:34]=[CH:33][CH:32]=[C:31]([Cl:35])[CH:30]=3)[C:24]=2[C:25]([F:28])([F:27])[F:26])[O:11][N:10]=1.COC1C=CC(P2(SP(C3C=CC(OC)=CC=3)(=S)S2)=[S:45])=CC=1. Product: [Cl:1][C:2]1[CH:7]=[CH:6][CH:5]=[C:4]([F:8])[C:3]=1[C:9]1[C:13]([C:14]2[S:45][CH:18]=[N:17][N:16]=2)=[C:12]([C:20]2[CH:21]=[N:22][N:23]([C:29]3[CH:34]=[CH:33][CH:32]=[C:31]([Cl:35])[CH:30]=3)[C:24]=2[C:25]([F:28])([F:27])[F:26])[O:11][N:10]=1. The catalyst class is: 346. (3) Reactant: [CH2:1]([N:3]1[C:7]([C:8]2[S:16][C:15]3[C:10](=[N:11][CH:12]=[CH:13][C:14]=3[O:17][C:18]3[CH:24]=[CH:23][C:21]([NH2:22])=[CH:20][C:19]=3[F:25])[CH:9]=2)=[CH:6][N:5]=[CH:4]1)[CH3:2].[F:26][C:27]1[CH:32]=[CH:31][CH:30]=[CH:29][C:28]=1[NH:33][C:34](=[O:39])[CH2:35][C:36](O)=[O:37].C(Cl)CCl.C1C=CC2N(O)N=NC=2C=1. Product: [CH2:1]([N:3]1[C:7]([C:8]2[S:16][C:15]3[C:10](=[N:11][CH:12]=[CH:13][C:14]=3[O:17][C:18]3[CH:24]=[CH:23][C:21]([NH:22][C:36](=[O:37])[CH2:35][C:34]([NH:33][C:28]4[CH:29]=[CH:30][CH:31]=[CH:32][C:27]=4[F:26])=[O:39])=[CH:20][C:19]=3[F:25])[CH:9]=2)=[CH:6][N:5]=[CH:4]1)[CH3:2]. The catalyst class is: 3. (4) Reactant: [CH2:1]([N:8]1[C:12](=[O:13])[NH:11][N:10]=[C:9]1[CH2:14][O:15]C(C1C=CC=CC=1)(C1C=CC=CC=1)C1C=CC=CC=1)[CH2:2][CH2:3][CH2:4][CH2:5][CH2:6][CH3:7].[C:35]([C:39]1[CH:46]=[CH:45][C:42]([CH2:43]Br)=[CH:41][CH:40]=1)([CH3:38])([CH3:37])[CH3:36].C(=O)([O-])[O-].[K+].[K+]. Product: [C:35]([C:39]1[CH:40]=[CH:41][C:42]([CH2:43][N:11]2[C:12](=[O:13])[N:8]([CH2:1][CH2:2][CH2:3][CH2:4][CH2:5][CH2:6][CH3:7])[C:9]([CH2:14][OH:15])=[N:10]2)=[CH:45][CH:46]=1)([CH3:38])([CH3:36])[CH3:37]. The catalyst class is: 3. (5) Reactant: [CH2:1]([O:4][CH2:5][C:6]1[O:10][N:9]=[C:8]([C:11]([OH:13])=O)[CH:7]=1)[C:2]#[CH:3].Cl.[O:15]1[CH2:19][CH2:18][CH:17]([CH2:20][NH2:21])[CH2:16]1.C(N(CC)CC)C.ON1C2C=CC=CC=2N=N1.Cl.C(N=C=NCCCN(C)C)C. Product: [O:15]1[CH2:19][CH2:18][CH:17]([CH2:20][NH:21][C:11]([C:8]2[CH:7]=[C:6]([CH2:5][O:4][CH2:1][C:2]#[CH:3])[O:10][N:9]=2)=[O:13])[CH2:16]1. The catalyst class is: 22. (6) Reactant: [C:1]1([C:7]2[CH:16]=[C:15]3[C:10]([CH:11]=[CH:12][CH:13]=[C:14]3[NH2:17])=[CH:9][CH:8]=2)[CH:6]=[CH:5][CH:4]=[CH:3][CH:2]=1.Cl[C:19]1[N:28]=[CH:27][C:26]([CH:29]2[CH2:31][CH2:30]2)=[CH:25][C:20]=1[C:21]([O:23][CH3:24])=[O:22].C(=O)([O-])[O-].[Cs+].[Cs+]. Product: [CH:29]1([C:26]2[CH:27]=[N:28][C:19]([NH:17][C:14]3[C:15]4[C:10](=[CH:9][CH:8]=[C:7]([C:1]5[CH:2]=[CH:3][CH:4]=[CH:5][CH:6]=5)[CH:16]=4)[CH:11]=[CH:12][CH:13]=3)=[C:20]([CH:25]=2)[C:21]([O:23][CH3:24])=[O:22])[CH2:30][CH2:31]1. The catalyst class is: 187. (7) Reactant: [CH:1]1[C:14]2[CH:13]=[CH:12][C:11]3[C:6](=[CH:7][CH:8]=[CH:9][CH:10]=3)[C:5]=2[CH:4]=[C:3]([C:15](=O)[CH3:16])[CH:2]=1.Cl.[NH2:19][OH:20].N1C=CC=CC=1. Product: [CH:1]1[C:14]2[CH:13]=[CH:12][C:11]3[C:6](=[CH:7][CH:8]=[CH:9][CH:10]=3)[C:5]=2[CH:4]=[C:3]([C:15](=[N:19][OH:20])[CH3:16])[CH:2]=1. The catalyst class is: 8. (8) Product: [N:32]1([C:2]2[CH:7]=[C:6]([CH2:8][N:9]3[CH:14]=[C:13]([C:15]4[O:19][N:18]=[C:17]([C:20]5[CH:21]=[CH:22][C:23]([O:26][C:27]([F:29])([F:28])[F:30])=[CH:24][CH:25]=5)[N:16]=4)[CH:12]=[CH:11][C:10]3=[O:31])[CH:5]=[CH:4][N:3]=2)[CH2:37][CH2:36][NH:35][CH2:34][CH2:33]1. The catalyst class is: 8. Reactant: Cl[C:2]1[CH:7]=[C:6]([CH2:8][N:9]2[CH:14]=[C:13]([C:15]3[O:19][N:18]=[C:17]([C:20]4[CH:25]=[CH:24][C:23]([O:26][C:27]([F:30])([F:29])[F:28])=[CH:22][CH:21]=4)[N:16]=3)[CH:12]=[CH:11][C:10]2=[O:31])[CH:5]=[CH:4][N:3]=1.[NH:32]1[CH2:37][CH2:36][NH:35][CH2:34][CH2:33]1.